Dataset: NCI-60 drug combinations with 297,098 pairs across 59 cell lines. Task: Regression. Given two drug SMILES strings and cell line genomic features, predict the synergy score measuring deviation from expected non-interaction effect. (1) Drug 2: CN(C(=O)NC(C=O)C(C(C(CO)O)O)O)N=O. Synergy scores: CSS=-0.213, Synergy_ZIP=-0.275, Synergy_Bliss=0.373, Synergy_Loewe=-1.62, Synergy_HSA=-1.18. Cell line: SF-539. Drug 1: CCC(=C(C1=CC=CC=C1)C2=CC=C(C=C2)OCCN(C)C)C3=CC=CC=C3.C(C(=O)O)C(CC(=O)O)(C(=O)O)O. (2) Drug 1: C1=CC(=CC=C1CCC2=CNC3=C2C(=O)NC(=N3)N)C(=O)NC(CCC(=O)O)C(=O)O. Drug 2: CCC1=CC2CC(C3=C(CN(C2)C1)C4=CC=CC=C4N3)(C5=C(C=C6C(=C5)C78CCN9C7C(C=CC9)(C(C(C8N6C)(C(=O)OC)O)OC(=O)C)CC)OC)C(=O)OC.C(C(C(=O)O)O)(C(=O)O)O. Cell line: OVCAR-8. Synergy scores: CSS=41.6, Synergy_ZIP=-1.02, Synergy_Bliss=-2.38, Synergy_Loewe=-0.756, Synergy_HSA=0.859.